This data is from Catalyst prediction with 721,799 reactions and 888 catalyst types from USPTO. The task is: Predict which catalyst facilitates the given reaction. (1) Reactant: [CH2:1]([NH2:5])[CH2:2][CH2:3][NH2:4].[Br:6][C:7]1[CH:20]=[C:19]2[C:10]([O:11][C:12]3[C:13]([F:29])=[CH:14][C:15]([O:27][CH3:28])=[CH:16][C:17]=3[C:18]32[C:24](=S)[S:23][C:22](=S)[NH:21]3)=[CH:9][CH:8]=1. Product: [Br:6][C:7]1[CH:20]=[C:19]2[C:10]([O:11][C:12]3[C:13]([F:29])=[CH:14][C:15]([O:27][CH3:28])=[CH:16][C:17]=3[C:18]32[C:24]2=[N:5][CH2:1][CH2:2][CH2:3][N:4]2[C:22](=[S:23])[NH:21]3)=[CH:9][CH:8]=1. The catalyst class is: 14. (2) Reactant: [F:1][C:2]1[CH:18]=[C:17]([N+:19]([O-:21])=[O:20])[CH:16]=[CH:15][C:3]=1[O:4][C:5]1[CH:10]=[CH:9][N:8]=[C:7]2[CH:11]=[C:12](I)[S:13][C:6]=12.Br[C:23]1[N:28]=[CH:27][C:26]([CH:29]=[O:30])=[CH:25][CH:24]=1.C[Sn](C)(C)[Sn](C)(C)C. Product: [F:1][C:2]1[CH:18]=[C:17]([N+:19]([O-:21])=[O:20])[CH:16]=[CH:15][C:3]=1[O:4][C:5]1[CH:10]=[CH:9][N:8]=[C:7]2[CH:11]=[C:12]([C:23]3[CH:24]=[CH:25][C:26]([CH:29]=[O:30])=[CH:27][N:28]=3)[S:13][C:6]=12. The catalyst class is: 12. (3) Reactant: [Br:1][C:2]1[C:3](=[O:16])[N:4]([CH:10]2[CH2:15][CH2:14][CH2:13][CH2:12][CH2:11]2)[N:5]([CH3:9])[C:6]=1[CH2:7]Br.[Cl:17][C:18]1[CH:19]=[CH:20][C:21]([CH3:30])=[C:22]([N:24]2[CH2:29][CH2:28][NH:27][CH2:26][CH2:25]2)[CH:23]=1.C(=O)([O-])[O-].[K+].[K+]. Product: [Br:1][C:2]1[C:3](=[O:16])[N:4]([CH:10]2[CH2:15][CH2:14][CH2:13][CH2:12][CH2:11]2)[N:5]([CH3:9])[C:6]=1[CH2:7][N:27]1[CH2:26][CH2:25][N:24]([C:22]2[CH:23]=[C:18]([Cl:17])[CH:19]=[CH:20][C:21]=2[CH3:30])[CH2:29][CH2:28]1. The catalyst class is: 10. (4) Reactant: CC(C)([O-])C.[Na+].[C:7]([C:9]1[CH:14]=[CH:13][C:12]([CH:15]([C:30]2[C:35](=O)[CH2:34][CH:33]([C:37]3[CH:42]=[C:41]([O:43][CH3:44])[C:40]([O:45][CH3:46])=[C:39]([O:47][CH3:48])[CH:38]=3)[CH2:32][C:31]=2[O:49]CC)[NH:16][C:17]([NH:19][C:20]2[CH:25]=[CH:24][CH:23]=[C:22]([C:26]([F:29])([F:28])[F:27])[CH:21]=2)=[O:18])=[CH:11][CH:10]=1)#[N:8].O. Product: [O:18]=[C:17]1[NH:16][CH:15]([C:12]2[CH:11]=[CH:10][C:9]([C:7]#[N:8])=[CH:14][CH:13]=2)[C:30]2[C:31](=[O:49])[CH2:32][CH:33]([C:37]3[CH:38]=[C:39]([O:47][CH3:48])[C:40]([O:45][CH3:46])=[C:41]([O:43][CH3:44])[CH:42]=3)[CH2:34][C:35]=2[N:19]1[C:20]1[CH:25]=[CH:24][CH:23]=[C:22]([C:26]([F:27])([F:28])[F:29])[CH:21]=1. The catalyst class is: 10.